Dataset: Experimentally validated miRNA-target interactions with 360,000+ pairs, plus equal number of negative samples. Task: Binary Classification. Given a miRNA mature sequence and a target amino acid sequence, predict their likelihood of interaction. (1) The miRNA is mmu-miR-363-3p with sequence AAUUGCACGGUAUCCAUCUGUA. The protein sequence of the target gene is MMFQDSVAFEDVAVSFTQEEWALLDPSQKNLYRDVMQETFKNLTSVGKTWKVQNIEDEYKNPRRNLSLMREKLCESKESHHCGESFNQIADDMLNRKTLPGITPCESSVCGEVGTGHSSLNTHIRADTGHKSSEYQEYGENPYRNKECKKAFSYLDSFQSHDKACTKEKPYDGKECTETFISHSCIQRHRVMHSGDGPYKCKFCGKAFYFLNLCLIHERIHTGVKPYKCKQCGKAFTRSTTLPVHERTHTGVNADECKECGNAFSFPSEIRRHKRSHTGEKPYECKQCGKVFISFSSIQY.... Result: 0 (no interaction). (2) The miRNA is hsa-miR-26b-5p with sequence UUCAAGUAAUUCAGGAUAGGU. The protein sequence of the target gene is MADFEELRNMVSSFRVSELQVLLGFAGRNKSGRKHDLLMRALHLLKSGCSPAVQIKIRELYRRRYPRTLEGLSDLSTIKSSVFSLDGGSSPVEPDLAVAGIHSLPSTSVTPHSPSSPVGSVLLQDTKPTFEMQQPSPPIPPVHPDVQLKNLPFYDVLDVLIKPTSLVQSSIQRFQEKFFIFALTPQQVREICISRDFLPGGRRDYTVQVQLRLCLAETSCPQEDNYPNSLCIKVNGKLFPLPGYAPPPKNGIEQKRPGRPLNITSLVRLSSAVPNQISISWASEIGKNYSMSVYLVRQLT.... Result: 1 (interaction). (3) The protein sequence of the target gene is MINTQDSSILPLSNCPQLQCCRHIVPGPLWCSDAPHPLSKIPGGRGGGRDPSLSALIYKDEKLTVTQDLPVNDGKPHIVHFQYEVTEVKVSSWDAVLSSQSLFVEIPDGLLADGSKEGLLALLEFAEEKMKVNYVFICFRKGREDRAPLLKTFSFLGFEIVRPGHPCVPSRPDVMFMVYPLDQNLSDED. Result: 0 (no interaction). The miRNA is mmu-miR-1936 with sequence UAACUGACCUGCUGUGAACUGGC. (4) The miRNA is oar-miR-22-3p with sequence AAGCUGCCAGUUGAAGAACUG. The protein sequence of the target gene is MASKGPSASASPENSSAGGPSGSSNGAGESGGQDSTFECNICLDTAKDAVISLCGHLFCWPCLHQWLETRPNRQVCPVCKAGISRDKVIPLYGRGSTGQQDPREKTPPRPQGQRPEPENRGGFQGFGFGDGGFQMSFGIGAFPFGIFATAFNINDGRPPPAVPGTPQYVDEQFLSRLFLFVALVIMFWLLIA. Result: 0 (no interaction). (5) The miRNA is mmu-miR-18b-5p with sequence UAAGGUGCAUCUAGUGCUGUUAG. The protein sequence of the target gene is MEQTVLVPPGPDSFNFFTRESLAAIERRIAEEKAKNPKPDKKDDDENGPKPNSDLEAGKNLPFIYGDIPPEMVSEPLEDLDPYYINKKTFIVLNKGKAIFRFSATSALYILTPFNPLRKIAIKILVHSLFSMLIMCTILTNCVFMTMSNPPDWTKNVEYTFTGIYTFESLIKIIARGFCLEDFTFLRDPWNWLDFTVITFAYVTEFVDLGNVSALRTFRVLRALKTISVIPGLKTIVGALIQSVKKLSDVMILTVFCLSVFALIGLQLFMGNLRNKCVQWPPTNASLEEHSIEKNITMDY.... Result: 0 (no interaction). (6) The protein sequence of the target gene is MEGGGKPNSASNSRDDGNSVFPSKAPATGPVAADKRLGTPPGGGAAGKEHGNSVCFKVDGGGGEEPAGSFEDAEGPRRQYGFMQRQFTSMLQPGVNKFSLRMFGSQKAVEKEQERVKTAGFWIIHPYSDFRFYWDLIMLIMMVGNLVIIPVGITFFTEQTTTPWIIFNVASDTVFLLDLIMNFRTGTVNEDSSEIILDPKVIKMNYLKSWFVVDFISSIPVDYIFLIVEKGMDSEVYKTARALRIVRFTKILSLLRLLRLSRLIRYIHQWEEIFHMTYDLASAVVRIFNLIGMMLLLCHW.... Result: 0 (no interaction). The miRNA is cel-miR-794-5p with sequence UGAGGUAAUCAUCGUUGUCACU. (7) The miRNA is hsa-miR-3064-3p with sequence UUGCCACACUGCAACACCUUACA. The protein sequence of the target gene is MAGILRLVVQWPPGRLQTVTKGVESLICTDWIRHKFTRSRIPEKVFQASPEDHEKYGGDPQNPHKLHIVTRIKSTRRRPYWEKDIIKMLGLEKAHTPQVHKNIPSVNAKLKVVKHLIRIKPLKLPQGLPAEENMSNTCLKSTGELVVQWHLKPVEQKAHES. Result: 0 (no interaction).